Dataset: Catalyst prediction with 721,799 reactions and 888 catalyst types from USPTO. Task: Predict which catalyst facilitates the given reaction. (1) Reactant: [I:1][C:2]1[CH:7]=[CH:6][N:5]=[C:4]([NH2:8])[CH:3]=1.Cl[CH2:10][CH:11]=O. Product: [I:1][C:2]1[CH:7]=[CH:6][N:5]2[CH:10]=[CH:11][N:8]=[C:4]2[CH:3]=1. The catalyst class is: 8. (2) Reactant: [Cl:1][C:2]1[CH:10]=[C:9]2[C:5]([C:6]([C:11]3[CH2:12][CH2:13][N:14]([C:17](=[O:29])[CH2:18][C:19]4[CH:24]=[C:23]([N+:25]([O-])=O)[CH:22]=[CH:21][C:20]=4[CH3:28])[CH2:15][CH:16]=3)=[CH:7][NH:8]2)=[CH:4][CH:3]=1.O.O.[Sn](Cl)Cl.N. Product: [Cl:1][C:2]1[CH:10]=[C:9]2[C:5]([C:6]([C:11]3[CH2:12][CH2:13][N:14]([C:17](=[O:29])[CH2:18][C:19]4[CH:24]=[C:23]([NH2:25])[CH:22]=[CH:21][C:20]=4[CH3:28])[CH2:15][CH:16]=3)=[CH:7][NH:8]2)=[CH:4][CH:3]=1. The catalyst class is: 214.